Predict the reaction yield, written as a fraction of the theoretical maximum amount of product (1.0 means a 100% yield; for example, 0.34 means a 34% yield). From a dataset of Reaction yield outcomes from USPTO patents with 853,638 reactions. The reactants are [CH:1]1([O:4][C:5]2[CH:10]=[CH:9][CH:8]=[C:7](Br)[CH:6]=2)[CH2:3][CH2:2]1.[B:12]1([B:12]2[O:16][C:15]([CH3:18])([CH3:17])[C:14]([CH3:20])([CH3:19])[O:13]2)[O:16][C:15]([CH3:18])([CH3:17])[C:14]([CH3:20])([CH3:19])[O:13]1.C([O-])(=O)C.[K+]. The catalyst is O1CCOCC1.C1C=CC(P(C2C=CC=CC=2)[C-]2C=CC=C2)=CC=1.C1C=CC(P(C2C=CC=CC=2)[C-]2C=CC=C2)=CC=1.Cl[Pd]Cl.[Fe+2]. The product is [CH:1]1([O:4][C:5]2[CH:6]=[C:7]([B:12]3[O:16][C:15]([CH3:18])([CH3:17])[C:14]([CH3:20])([CH3:19])[O:13]3)[CH:8]=[CH:9][CH:10]=2)[CH2:3][CH2:2]1. The yield is 0.410.